Dataset: Reaction yield outcomes from USPTO patents with 853,638 reactions. Task: Predict the reaction yield, written as a fraction of the theoretical maximum amount of product (1.0 means a 100% yield; for example, 0.34 means a 34% yield). (1) The reactants are [NH2:1][C:2]1[CH:7]=[C:6]([N+:8]([O-:10])=[O:9])[CH:5]=[CH:4][C:3]=1[OH:11].C(=O)([O-])[O-].[K+].[K+].[CH:18](I)([CH3:20])[CH3:19].[C:22]1(O)[CH:27]=CC=C[CH:23]=1.C1(O)C=CC=CC=1.NC1C=CC=CC=1. The catalyst is CN(C)C=O.C(OCC)(=O)C.O. The product is [CH:18]([O:11][C:3]1[CH:4]=[CH:5][C:6]([N+:8]([O-:10])=[O:9])=[CH:7][C:2]=1[NH:1][CH:22]([CH3:27])[CH3:23])([CH3:20])[CH3:19]. The yield is 0.100. (2) The reactants are [Cl:1][C:2]1[CH:7]=[C:6]([F:8])[CH:5]=[CH:4][C:3]=1[S:9]([NH:12][C@@H:13]([C:25]([OH:27])=[O:26])[CH2:14][CH2:15][CH2:16][NH:17][C:18]([O:20][C:21]([CH3:24])([CH3:23])[CH3:22])=[O:19])(=[O:11])=[O:10].[Si](C=[N+]=[N-])(C)(C)[CH3:29]. The catalyst is C1(C)C=CC=CC=1.CO.CCCCCCC. The product is [Cl:1][C:2]1[CH:7]=[C:6]([F:8])[CH:5]=[CH:4][C:3]=1[S:9]([NH:12][C@@H:13]([C:25]([O:27][CH3:29])=[O:26])[CH2:14][CH2:15][CH2:16][NH:17][C:18]([O:20][C:21]([CH3:22])([CH3:23])[CH3:24])=[O:19])(=[O:10])=[O:11]. The yield is 0.700. (3) The reactants are [CH3:1][O:2][C:3](=[O:16])[CH:4]=[CH:5][C:6]1[CH:11]=[CH:10][CH:9]=[C:8]([S:12](Cl)(=[O:14])=[O:13])[CH:7]=1.[CH3:17][NH:18][C:19]1[CH:24]=[CH:23][CH:22]=[CH:21][CH:20]=1.N1C=CC=CC=1. The catalyst is ClCCl. The product is [CH3:1][O:2][C:3](=[O:16])[CH:4]=[CH:5][C:6]1[CH:11]=[CH:10][CH:9]=[C:8]([S:12](=[O:14])(=[O:13])[N:18]([CH3:17])[C:19]2[CH:24]=[CH:23][CH:22]=[CH:21][CH:20]=2)[CH:7]=1. The yield is 0.280. (4) The reactants are C(OC([NH:11][C@@H:12]1[C@@H:18]2[CH:19]=[CH:20][C@@H:14]([C@@H:15]3[C@H:17]2[CH2:16]3)[C@@H:13]1[C:21]([O:23][CH3:24])=[O:22])=O)C1C=CC=CC=1.[ClH:25]. The catalyst is C(OCC)(=O)C.[Pd].C(OCC)C.O1CCOCC1. The product is [ClH:25].[NH2:11][C@@H:12]1[C@@H:18]2[CH2:19][CH2:20][C@@H:14]([C@@H:15]3[C@H:17]2[CH2:16]3)[C@@H:13]1[C:21]([O:23][CH3:24])=[O:22]. The yield is 1.00. (5) The reactants are [C:1]1([C:7]2[CH:12]=C[N:10]3[N:13]=[C:14]([C:16]([OH:18])=O)C=[C:9]3[CH:8]=2)[CH:6]=[CH:5][CH:4]=[CH:3][CH:2]=1.C([Li])CCC.Br[C:25](Cl)(Cl)[C:26](Cl)(Cl)[Br:27].[S:32]1[CH:36]=[CH:35][CH:34]=[C:33]1[CH2:37][NH2:38].C(N(CC)C(C)C)(C)C.C1CN([P+]([Br:64])(N2CCCC2)N2CCCC2)CC1.F[P-](F)(F)(F)(F)F. The catalyst is C1COCC1.CN(C=O)C.CCOC(C)=O. The product is [S:32]1[CH:36]=[CH:35][CH:34]=[C:33]1[CH2:37][NH:38][C:16]([C:14]1[C:26]([Br:27])=[C:25]2[CH:12]=[C:7]([C:1]3[CH:2]=[CH:3][CH:4]=[CH:5][CH:6]=3)[CH:8]=[C:9]([Br:64])[N:10]2[N:13]=1)=[O:18]. The yield is 0.0700. (6) The reactants are [F:1][C:2]([F:31])([F:30])[C:3]([C:9]1[CH:10]=[C:11]2[C:16](=[CH:17][CH:18]=1)[NH:15][CH:14]([CH2:19][C:20]([O:22][CH2:23][C:24]1[CH:29]=[CH:28][CH:27]=[CH:26][CH:25]=1)=[O:21])[CH2:13][CH2:12]2)([OH:8])[C:4]([F:7])([F:6])[F:5].[F:32][C:33]1[CH:38]=[CH:37][C:36]([S:39](Cl)(=[O:41])=[O:40])=[CH:35][CH:34]=1.N1C=CC=CC=1. The catalyst is C(Cl)Cl. The product is [F:32][C:33]1[CH:38]=[CH:37][C:36]([S:39]([N:15]2[C:16]3[C:11](=[CH:10][C:9]([C:3]([OH:8])([C:4]([F:7])([F:6])[F:5])[C:2]([F:1])([F:30])[F:31])=[CH:18][CH:17]=3)[CH2:12][CH2:13][CH:14]2[CH2:19][C:20]([O:22][CH2:23][C:24]2[CH:29]=[CH:28][CH:27]=[CH:26][CH:25]=2)=[O:21])(=[O:41])=[O:40])=[CH:35][CH:34]=1. The yield is 0.750. (7) The reactants are [C:1]([O:8][CH3:9])(=[O:7])[CH2:2][C:3]([O:5][CH3:6])=[O:4].C(=O)([O-])[O-].[K+].[K+].[Br:16][C:17]1[CH:22]=[CH:21][C:20]([CH2:23]Br)=[CH:19][CH:18]=1.O. The catalyst is CN(C)C=O. The product is [Br:16][C:17]1[CH:22]=[CH:21][C:20]([CH2:23][CH:2]([C:1]([O:8][CH3:9])=[O:7])[C:3]([O:5][CH3:6])=[O:4])=[CH:19][CH:18]=1. The yield is 0.910. (8) The reactants are [F:1][C:2]1[CH:7]=[CH:6][CH:5]=[C:4](I)[CH:3]=1.[Li]CCCC.[NH2:14][C:15]1[C:26]([O:27][CH:28]2[CH2:30][CH2:29]2)=[CH:25][CH:24]=[CH:23][C:16]=1[C:17](N(OC)C)=[O:18].Cl. The catalyst is O1CCCC1. The product is [NH2:14][C:15]1[C:26]([O:27][CH:28]2[CH2:29][CH2:30]2)=[CH:25][CH:24]=[CH:23][C:16]=1[C:17]([C:4]1[CH:5]=[CH:6][CH:7]=[C:2]([F:1])[CH:3]=1)=[O:18]. The yield is 0.691.